Dataset: Forward reaction prediction with 1.9M reactions from USPTO patents (1976-2016). Task: Predict the product of the given reaction. (1) Given the reactants [NH2:1][C:2]1[CH:3]=[C:4]([C:8]2[NH:13][C:12](=[O:14])[C:11]3=[C:15]([CH2:23][CH3:24])[N:16]=[C:17]([CH:18]4[CH2:22][CH2:21][CH2:20][CH2:19]4)[N:10]3[N:9]=2)[CH:5]=[CH:6][CH:7]=1.[C:25](Cl)(=[O:32])[C:26]1[CH:31]=[CH:30][CH:29]=[CH:28][CH:27]=1, predict the reaction product. The product is: [C:25]([N:1]([C:2]1[CH:7]=[CH:6][CH:5]=[C:4]([C:8]2[NH:13][C:12](=[O:14])[C:11]3=[C:15]([CH2:23][CH3:24])[N:16]=[C:17]([CH:18]4[CH2:22][CH2:21][CH2:20][CH2:19]4)[N:10]3[N:9]=2)[CH:3]=1)[C:25](=[O:32])[C:26]1[CH:31]=[CH:30][CH:29]=[CH:28][CH:27]=1)(=[O:32])[C:26]1[CH:31]=[CH:30][CH:29]=[CH:28][CH:27]=1. (2) Given the reactants [Cl:1][C:2]1[CH:7]=[C:6]([N+:8]([O-:10])=[O:9])[C:5]([O:11][CH3:12])=[CH:4][C:3]=1[CH3:13].[Mn]([O-])(=O)(=O)=[O:15].[K+].[OH2:20], predict the reaction product. The product is: [Cl:1][C:2]1[CH:7]=[C:6]([N+:8]([O-:10])=[O:9])[C:5]([O:11][CH3:12])=[CH:4][C:3]=1[C:13]([OH:15])=[O:20]. (3) Given the reactants [C:1]([O:5][C:6](=[O:25])[NH:7][C@@H:8]1[CH2:13][CH2:12][CH2:11][N:10]([C:14]2[CH:19]=[C:18]([CH3:20])[N:17]=[C:16](Cl)[C:15]=2[N+:22]([O-:24])=[O:23])[CH2:9]1)([CH3:4])([CH3:3])[CH3:2].C(N(CC)CC)C.[CH3:33][O:34][C:35]1[CH:42]=[C:41]([O:43][CH3:44])[CH:40]=[CH:39][C:36]=1[CH2:37][NH2:38].C(OCC)(=O)C, predict the reaction product. The product is: [C:1]([O:5][C:6](=[O:25])[NH:7][C@@H:8]1[CH2:13][CH2:12][CH2:11][N:10]([C:14]2[CH:19]=[C:18]([CH3:20])[N:17]=[C:16]([NH:38][CH2:37][C:36]3[CH:39]=[CH:40][C:41]([O:43][CH3:44])=[CH:42][C:35]=3[O:34][CH3:33])[C:15]=2[N+:22]([O-:24])=[O:23])[CH2:9]1)([CH3:4])([CH3:3])[CH3:2].